From a dataset of Experimentally validated miRNA-target interactions with 360,000+ pairs, plus equal number of negative samples. Binary Classification. Given a miRNA mature sequence and a target amino acid sequence, predict their likelihood of interaction. The miRNA is hsa-let-7f-5p with sequence UGAGGUAGUAGAUUGUAUAGUU. The protein sequence of the target gene is MIPFLPMFSLLLLLIVNPINANNHYDKILAHSRIRGRDQGPNVCALQQILGTKKKYFSTCKNWYKKSICGQKTTVLYECCPGYMRMEGMKGCPAVLPIDHVYGTLGIVGATTTQRYSDASKLREEIEGKGSFTYFAPSNEAWDNLDSDIRRGLESNVNVELLNALHSHMINKRMLTKDLKNGMIIPSMYNNLGLFINHYPNGVVTVNCARIIHGNQIATNGVVHVIDRVLTQIGTSIQDFIEAEDDLSSFRAAAITSDILEALGRDGHFTLFAPTNEAFEKLPRGVLERIMGDKVASEAL.... Result: 1 (interaction).